This data is from Catalyst prediction with 721,799 reactions and 888 catalyst types from USPTO. The task is: Predict which catalyst facilitates the given reaction. (1) Reactant: [C:1]([C:9]1[C:14]([C:15]([O:17]CC)=O)=[CH:13][N:12]=[C:11]([NH:20][C:21]2[CH:26]=[CH:25][C:24]([N:27]3[CH2:32][CH2:31][N:30]([CH3:33])[CH2:29][CH2:28]3)=[CH:23][CH:22]=2)[N:10]=1)(=O)[C:2]1[CH:7]=[CH:6][CH:5]=[CH:4][CH:3]=1.[CH3:34][NH:35][NH2:36]. Product: [CH3:34][N:35]1[C:15](=[O:17])[C:14]2[CH:13]=[N:12][C:11]([NH:20][C:21]3[CH:22]=[CH:23][C:24]([N:27]4[CH2:28][CH2:29][N:30]([CH3:33])[CH2:31][CH2:32]4)=[CH:25][CH:26]=3)=[N:10][C:9]=2[C:1]([C:2]2[CH:3]=[CH:4][CH:5]=[CH:6][CH:7]=2)=[N:36]1. The catalyst class is: 51. (2) Reactant: C(N1C=CN=C1)(N1C=CN=C1)=O.[C:13]([NH:16][C:17]1[CH:25]=[CH:24][C:20]([C:21]([OH:23])=O)=[CH:19][CH:18]=1)(=[O:15])[CH3:14].[CH2:26]([O:28][C:29](=[O:34])[CH2:30]C(O)=O)[CH3:27]. Product: [C:13]([NH:16][C:17]1[CH:18]=[CH:19][C:20]([C:21](=[O:23])[CH2:30][C:29]([O:28][CH2:26][CH3:27])=[O:34])=[CH:24][CH:25]=1)(=[O:15])[CH3:14]. The catalyst class is: 54. (3) Reactant: [Cl:1][C:2]1[CH:3]=[C:4]([C:10]([OH:12])=[O:11])[CH:5]=[N:6][C:7]=1[NH:8][NH2:9].[N:13]([C@H:16]1[C:25]2[C:20](=[CH:21][CH:22]=[CH:23][CH:24]=2)[CH2:19][CH2:18][C@H:17]1[C:26]1[CH:31]=[CH:30][CH:29]=[CH:28][CH:27]=1)=[C:14]=[S:15]. Product: [Cl:1][C:2]1[CH:3]=[C:4]([C:10]([OH:12])=[O:11])[CH:5]=[N:6][C:7]=1[NH:8][NH:9][C:14]([NH:13][C@H:16]1[C:25]2[C:20](=[CH:21][CH:22]=[CH:23][CH:24]=2)[CH2:19][CH2:18][C@H:17]1[C:26]1[CH:31]=[CH:30][CH:29]=[CH:28][CH:27]=1)=[S:15]. The catalyst class is: 44. (4) Reactant: [NH2:1][CH2:2][CH2:3][NH:4][C:5]([C@:7]12[CH2:42][CH2:41][C@@H:40]([C:43]([CH3:45])=[CH2:44])[C@@H:8]1[C@@H:9]1[C@@:22]([CH3:25])([CH2:23][CH2:24]2)[C@@:21]2([CH3:26])[C@@H:12]([C@:13]3([CH3:39])[C@@H:18]([CH2:19][CH2:20]2)[C:17]([CH3:28])([CH3:27])[C:16]([C:29]2[CH:38]=[CH:37][C:32]([C:33]([O:35][CH3:36])=[O:34])=[CH:31][CH:30]=2)=[CH:15][CH2:14]3)[CH2:11][CH2:10]1)=[O:6].Br[CH2:47][C:48]([O:50][CH3:51])=[O:49].C(=O)([O-])[O-:53].[K+].[K+].[O:58]1[CH2:63]CO[CH2:60][CH2:59]1. Product: [CH3:36][O:35][C:33]([C:32]1[CH:31]=[CH:30][C:29]([C:16]2[C:17]([CH3:27])([CH3:28])[C@H:18]3[C@:13]([CH3:39])([CH2:14][CH:15]=2)[C@@H:12]2[C@:21]([CH3:26])([C@@:22]4([CH3:25])[C@H:9]([CH2:10][CH2:11]2)[C@H:8]2[C@H:40]([C:43]([CH3:45])=[CH2:44])[CH2:41][CH2:42][C@:7]2([C:5]([NH:4][CH2:3][CH2:2][N:1]([CH2:60][C:59]([O:58][CH3:63])=[O:53])[CH2:47][C:48]([O:50][CH3:51])=[O:49])=[O:6])[CH2:24][CH2:23]4)[CH2:20][CH2:19]3)=[CH:38][CH:37]=1)=[O:34]. The catalyst class is: 10. (5) Reactant: Br[C:2]1[S:3][CH:4]=[C:5]([C:7]([NH:9][C@@H:10]([CH3:27])[CH2:11][N:12]2[CH:16]=[CH:15][C:14]([C:17]3[CH:22]=[CH:21][C:20]([C:23]#[N:24])=[C:19]([Cl:25])[C:18]=3[CH3:26])=[N:13]2)=[O:8])[N:6]=1.[CH3:28][NH:29][CH3:30].C1COCC1. Product: [Cl:25][C:19]1[C:18]([CH3:26])=[C:17]([C:14]2[CH:15]=[CH:16][N:12]([CH2:11][C@@H:10]([NH:9][C:7]([C:5]3[N:6]=[C:2]([N:29]([CH3:30])[CH3:28])[S:3][CH:4]=3)=[O:8])[CH3:27])[N:13]=2)[CH:22]=[CH:21][C:20]=1[C:23]#[N:24]. The catalyst class is: 17. (6) Reactant: [C:1]([CH2:3][CH2:4][C:5]([OH:7])=O)#[N:2].C1CN([P+](ON2N=NC3C=CC=CC2=3)(N2CCCC2)N2CCCC2)CC1.F[P-](F)(F)(F)(F)F.CCN(C(C)C)C(C)C.[Cl:50][C:51]1[CH:52]=[C:53]([C:58]2([C:71]([F:74])([F:73])[F:72])[O:62][N:61]=[C:60]([C:63]3[S:67][C:66]([CH3:68])=[C:65]([CH2:69][NH2:70])[CH:64]=3)[CH2:59]2)[CH:54]=[C:55]([Cl:57])[CH:56]=1. Product: [C:1]([CH2:3][CH2:4][C:5]([NH:70][CH2:69][C:65]1[CH:64]=[C:63]([C:60]2[CH2:59][C:58]([C:53]3[CH:54]=[C:55]([Cl:57])[CH:56]=[C:51]([Cl:50])[CH:52]=3)([C:71]([F:73])([F:74])[F:72])[O:62][N:61]=2)[S:67][C:66]=1[CH3:68])=[O:7])#[N:2]. The catalyst class is: 4. (7) Reactant: C(N(CC)CC)C.[Br:8][C:9]1[C:17]([OH:18])=[CH:16][CH:15]=[C:14]2[C:10]=1[CH:11]=[CH:12][N:13]2[S:19]([C:22]1[CH:27]=[CH:26][CH:25]=[CH:24][CH:23]=1)(=[O:21])=[O:20].[C:28](Cl)(=[O:30])[CH3:29]. Product: [C:28]([O:18][C:17]1[C:9]([Br:8])=[C:10]2[C:14](=[CH:15][CH:16]=1)[N:13]([S:19]([C:22]1[CH:27]=[CH:26][CH:25]=[CH:24][CH:23]=1)(=[O:21])=[O:20])[CH:12]=[CH:11]2)(=[O:30])[CH3:29]. The catalyst class is: 1.